From a dataset of Full USPTO retrosynthesis dataset with 1.9M reactions from patents (1976-2016). Predict the reactants needed to synthesize the given product. (1) Given the product [Br:1][C:2]1[C:10]2[N:9]=[C:8]([C:11]3[CH:12]=[CH:13][CH:14]=[CH:15][CH:16]=3)[N:7]([C:17]3[CH:22]=[CH:21][C:20]([CH3:23])=[CH:19][CH:18]=3)[C:6]=2[CH:5]=[C:4]([OH:24])[CH:3]=1, predict the reactants needed to synthesize it. The reactants are: [Br:1][C:2]1[C:10]2[N:9]=[C:8]([C:11]3[CH:16]=[CH:15][CH:14]=[CH:13][CH:12]=3)[N:7]([C:17]3[CH:22]=[CH:21][C:20]([CH3:23])=[CH:19][CH:18]=3)[C:6]=2[CH:5]=[C:4]([O:24]C)[CH:3]=1.Br. (2) Given the product [CH:1]([N:4]1[C:8]2[C:13](=[CH:12][C:11]3[O:14][CH2:15][O:16][C:10]=3[CH:9]=2)[CH:26]([C:22]2[CH:21]=[C:20]3[C:25](=[CH:24][CH:23]=2)[CH2:17][CH2:18][CH2:19]3)[NH:7][C:5]1=[O:6])([CH3:3])[CH3:2], predict the reactants needed to synthesize it. The reactants are: [CH:1]([N:4]([C:8]1[CH:13]=[CH:12][C:11]2[O:14][CH2:15][O:16][C:10]=2[CH:9]=1)[C:5]([NH2:7])=[O:6])([CH3:3])[CH3:2].[CH2:17]1[C:25]2[C:20](=[CH:21][C:22]([CH:26]=O)=[CH:23][CH:24]=2)[CH2:19][CH2:18]1. (3) The reactants are: [Cl:1][C:2]1[CH:7]=[CH:6][C:5]([OH:8])=[CH:4][C:3]=1[C:9]([F:12])([F:11])[F:10].F[C:14]1[CH:19]=[CH:18][C:17]([C:20](=[O:22])[CH3:21])=[CH:16][CH:15]=1.C([O-])([O-])=O.[K+].[K+]. Given the product [Cl:1][C:2]1[CH:7]=[CH:6][C:5]([O:8][C:14]2[CH:19]=[CH:18][C:17]([C:20](=[O:22])[CH3:21])=[CH:16][CH:15]=2)=[CH:4][C:3]=1[C:9]([F:10])([F:11])[F:12], predict the reactants needed to synthesize it. (4) Given the product [CH2:45]([N:42]1[CH2:41][CH2:40][N:39]([CH2:38][CH2:37][C:34]2[CH:35]=[CH:36][C:9]([OH:8])=[C:10]([CH:33]=2)[C:11]([NH:13][C:14]2[CH:26]=[C:25]([C:27]3[CH:32]=[CH:31][CH:30]=[CH:29][CH:28]=3)[CH:24]=[CH:23][C:15]=2[C:16]([O:18][C:19]([CH3:22])([CH3:21])[CH3:20])=[O:17])=[O:12])[CH2:44][CH2:43]1)[CH3:46], predict the reactants needed to synthesize it. The reactants are: C([O:8][C:9]1[CH:36]=[CH:35][C:34]([CH2:37][CH2:38][N:39]2[CH2:44][CH2:43][N:42]([CH2:45][CH3:46])[CH2:41][CH2:40]2)=[CH:33][C:10]=1[C:11]([NH:13][C:14]1[CH:26]=[C:25]([C:27]2[CH:32]=[CH:31][CH:30]=[CH:29][CH:28]=2)[CH:24]=[CH:23][C:15]=1[C:16]([O:18][C:19]([CH3:22])([CH3:21])[CH3:20])=[O:17])=[O:12])C1C=CC=CC=1.